This data is from Peptide-MHC class I binding affinity with 185,985 pairs from IEDB/IMGT. The task is: Regression. Given a peptide amino acid sequence and an MHC pseudo amino acid sequence, predict their binding affinity value. This is MHC class I binding data. The MHC is HLA-A01:01 with pseudo-sequence HLA-A01:01. The peptide sequence is RAPKVRLSL. The binding affinity (normalized) is 0.0847.